From a dataset of Catalyst prediction with 721,799 reactions and 888 catalyst types from USPTO. Predict which catalyst facilitates the given reaction. (1) Reactant: Cl[CH2:2][CH2:3][CH2:4][CH2:5][CH2:6][C@@H:7]1[CH2:24][C:23]2[CH:22]=[C:21]([OH:25])[CH:20]=[CH:19][C:18]=2[C@@H:17]2[C@@H:8]1[C@H:9]1[C@@:13]([CH2:15][C@@H:16]2[F:26])([CH3:14])[C@@H:12]([OH:27])[CH2:11][CH2:10]1.[I-:28].[Na+].O. Product: [F:26][C@H:16]1[CH2:15][C@@:13]2([CH3:14])[C@@H:9]([CH2:10][CH2:11][C@@H:12]2[OH:27])[C@H:8]2[C@H:17]1[C:18]1[CH:19]=[CH:20][C:21]([OH:25])=[CH:22][C:23]=1[CH2:24][C@H:7]2[CH2:6][CH2:5][CH2:4][CH2:3][CH2:2][I:28]. The catalyst class is: 311. (2) Product: [I:1][C:2]1[C:10]2[C:5](=[N:6][CH:7]=[N:8][C:9]=2[NH2:11])[N:4]([CH2:15][C:16]2[C:17]([C:27]3[CH:32]=[CH:31][CH:30]=[CH:29][C:28]=3[CH3:33])=[N:18][C:19]3[C:24]([CH:25]=2)=[CH:23][CH:22]=[CH:21][C:20]=3[CH3:26])[N:3]=1. Reactant: [I:1][C:2]1[C:10]2[C:5](=[N:6][CH:7]=[N:8][C:9]=2[NH2:11])[NH:4][N:3]=1.[H-].[Na+].Cl[CH2:15][C:16]1[C:17]([C:27]2[CH:32]=[CH:31][CH:30]=[CH:29][C:28]=2[CH3:33])=[N:18][C:19]2[C:24]([CH:25]=1)=[CH:23][CH:22]=[CH:21][C:20]=2[CH3:26]. The catalyst class is: 3. (3) Reactant: [O:1]=[C:2]1[CH2:7][NH:6][C:5]2[S:8][C:9]([C:11]([O:13][CH3:14])=[O:12])=[CH:10][C:4]=2[NH:3]1. Product: [O:1]=[C:2]1[CH:7]=[N:6][C:5]2[S:8][C:9]([C:11]([O:13][CH3:14])=[O:12])=[CH:10][C:4]=2[NH:3]1. The catalyst class is: 725. (4) Reactant: Cl[C:2]1[C:10]2[C:9]3[CH:11]=[CH:12][CH:13]=[CH:14][C:8]=3[S:7][C:6]=2[C:5]([C:15]2[CH:16]=[CH:17][CH:18]=[C:19]3[C:24]=2[O:23][C:22]([N:25]2[CH2:30][CH2:29][O:28][CH2:27][CH2:26]2)=[CH:21][C:20]3=[O:31])=[CH:4][CH:3]=1.P([O-])([O-])([O-])=O.[K+].[K+].[K+].C1(P(C2C=CC=CC=2)C2C3OC4C(=CC=CC=4P(C4C=CC=CC=4)C4C=CC=CC=4)C(C)(C)C=3C=CC=2)C=CC=CC=1.[N:82]1([C:88]([O:90][C:91]([CH3:94])([CH3:93])[CH3:92])=[O:89])[CH2:87][CH2:86][NH:85][CH2:84][CH2:83]1. Product: [C:91]([O:90][C:88]([N:82]1[CH2:87][CH2:86][N:85]([C:2]2[C:10]3[C:9]4[CH:11]=[CH:12][CH:13]=[CH:14][C:8]=4[S:7][C:6]=3[C:5]([C:15]3[CH:16]=[CH:17][CH:18]=[C:19]4[C:24]=3[O:23][C:22]([N:25]3[CH2:30][CH2:29][O:28][CH2:27][CH2:26]3)=[CH:21][C:20]4=[O:31])=[CH:4][CH:3]=2)[CH2:84][CH2:83]1)=[O:89])([CH3:94])([CH3:92])[CH3:93]. The catalyst class is: 160. (5) Reactant: Br[C:2]1[C:12]2[O:11][CH2:10][CH2:9][N:8]([C:13]([O:15][C:16]([CH3:19])([CH3:18])[CH3:17])=[O:14])[CH2:7][C:6]=2[C:5]([F:20])=[CH:4][CH:3]=1.[CH:21]1(B(O)O)[CH2:23][CH2:22]1.C(=O)([O-])[O-].[Na+].[Na+].O. Product: [CH:21]1([C:2]2[C:12]3[O:11][CH2:10][CH2:9][N:8]([C:13]([O:15][C:16]([CH3:19])([CH3:18])[CH3:17])=[O:14])[CH2:7][C:6]=3[C:5]([F:20])=[CH:4][CH:3]=2)[CH2:23][CH2:22]1. The catalyst class is: 564. (6) Reactant: [CH3:1][O:2][C:3]1[CH:8]=[CH:7][C:6]([N+:9]([O-:11])=[O:10])=[CH:5][C:4]=1[OH:12].[CH:13]1(Br)[CH2:17][CH2:16][CH2:15][CH2:14]1.C(=O)([O-])[O-].[K+].[K+].C(=O)(O)[O-].[Na+]. Product: [CH:13]1([O:12][C:4]2[CH:5]=[C:6]([N+:9]([O-:11])=[O:10])[CH:7]=[CH:8][C:3]=2[O:2][CH3:1])[CH2:17][CH2:16][CH2:15][CH2:14]1. The catalyst class is: 42. (7) Reactant: [Br:1][C:2]1[CH:7]=[C:6]([C:8](O)([C:13]([F:16])([F:15])[F:14])[C:9]([F:12])([F:11])[F:10])[CH:5]=[C:4]([S:18][C:19]([F:22])([F:21])[F:20])[C:3]=1[NH:23][C:24](=[O:41])[C:25]1[CH:30]=[CH:29][CH:28]=[C:27]([NH:31][C:32](=[O:40])[C:33]2[CH:38]=[CH:37][CH:36]=[CH:35][C:34]=2[F:39])[CH:26]=1.S(Cl)([Cl:44])=O. Product: [Br:1][C:2]1[CH:7]=[C:6]([C:8]([Cl:44])([C:13]([F:16])([F:15])[F:14])[C:9]([F:12])([F:11])[F:10])[CH:5]=[C:4]([S:18][C:19]([F:22])([F:21])[F:20])[C:3]=1[NH:23][C:24](=[O:41])[C:25]1[CH:30]=[CH:29][CH:28]=[C:27]([NH:31][C:32](=[O:40])[C:33]2[CH:38]=[CH:37][CH:36]=[CH:35][C:34]=2[F:39])[CH:26]=1. The catalyst class is: 17. (8) Reactant: [OH-].[Li+].O.C([O:7][CH2:8][C:9]([NH:11][C:12]1[C:20]2[C:15](=[N:16][C:17]([C:28]3[CH:33]=[CH:32][CH:31]=[CH:30][C:29]=3[Cl:34])=[C:18]([C:21]3[CH:26]=[CH:25][C:24]([Cl:27])=[CH:23][CH:22]=3)[CH:19]=2)[O:14][C:13]=1[C:35](=[O:40])[C:36]([OH:39])([CH3:38])[CH3:37])=[O:10])(=O)C.CO. Product: [Cl:34][C:29]1[CH:30]=[CH:31][CH:32]=[CH:33][C:28]=1[C:17]1[N:16]=[C:15]2[O:14][C:13]([C:35](=[O:40])[C:36]([OH:39])([CH3:38])[CH3:37])=[C:12]([NH:11][C:9](=[O:10])[CH2:8][OH:7])[C:20]2=[CH:19][C:18]=1[C:21]1[CH:22]=[CH:23][C:24]([Cl:27])=[CH:25][CH:26]=1. The catalyst class is: 15.